Dataset: Peptide-MHC class I binding affinity with 185,985 pairs from IEDB/IMGT. Task: Regression. Given a peptide amino acid sequence and an MHC pseudo amino acid sequence, predict their binding affinity value. This is MHC class I binding data. (1) The MHC is HLA-A80:01 with pseudo-sequence HLA-A80:01. The peptide sequence is HKELAITAL. The binding affinity (normalized) is 0.0847. (2) The peptide sequence is SVIDHIHYM. The MHC is HLA-C14:02 with pseudo-sequence HLA-C14:02. The binding affinity (normalized) is 0.661.